Task: Predict the reaction yield, written as a fraction of the theoretical maximum amount of product (1.0 means a 100% yield; for example, 0.34 means a 34% yield).. Dataset: Reaction yield outcomes from USPTO patents with 853,638 reactions (1) The reactants are [Br:1][C:2]1[C:3](F)=[C:4]2[C:10]([NH:11][C:12]([CH:14]3[CH2:18][CH2:17][O:16][CH2:15]3)=[O:13])=[CH:9][NH:8][C:5]2=[N:6][CH:7]=1.[NH:20]1[CH2:25][CH2:24][CH2:23][C@@H:22]([NH:26][C:27](=[O:33])[O:28][C:29]([CH3:32])([CH3:31])[CH3:30])[CH2:21]1. The catalyst is CCCCO. The product is [Br:1][C:2]1[C:3]([N:20]2[CH2:25][CH2:24][CH2:23][C@@H:22]([NH:26][C:27](=[O:33])[O:28][C:29]([CH3:31])([CH3:30])[CH3:32])[CH2:21]2)=[C:4]2[C:10]([NH:11][C:12]([CH:14]3[CH2:18][CH2:17][O:16][CH2:15]3)=[O:13])=[CH:9][NH:8][C:5]2=[N:6][CH:7]=1. The yield is 0.200. (2) The reactants are [CH2:1]([O:8][CH2:9][C:10](Cl)=[O:11])[C:2]1[CH:7]=[CH:6][CH:5]=[CH:4][CH:3]=1.O1CCCC1.[NH2:18][C:19]1[C:26]([OH:27])=[C:25]([F:28])[C:24]([C:29]2[CH:34]=[CH:33][CH:32]=[CH:31][CH:30]=2)=[C:23]([CH3:35])[C:20]=1[C:21]#[N:22].C(=O)([O-])O.[Na+]. The catalyst is C(OCC)(=O)C. The product is [CH2:1]([O:8][CH2:9][C:10]([NH:18][C:19]1[C:26]([OH:27])=[C:25]([F:28])[C:24]([C:29]2[CH:34]=[CH:33][CH:32]=[CH:31][CH:30]=2)=[C:23]([CH3:35])[C:20]=1[C:21]#[N:22])=[O:11])[C:2]1[CH:7]=[CH:6][CH:5]=[CH:4][CH:3]=1. The yield is 0.770. (3) The reactants are [NH2:1][CH:2]([C:6]1[CH:14]=[CH:13][C:12]([Cl:15])=[CH:11][C:7]=1[C:8](O)=[O:9])[CH:3]([CH3:5])[CH3:4].CCN(C(C)C)C(C)C.CN(C(ON1N=NC2C=CC=NC1=2)=[N+](C)C)C.F[P-](F)(F)(F)(F)F.[NH4+].[Cl-]. The catalyst is C1COCC1. The product is [Cl:15][C:12]1[CH:11]=[C:7]2[C:6]([CH:2]([CH:3]([CH3:5])[CH3:4])[NH:1][C:8]2=[O:9])=[CH:14][CH:13]=1. The yield is 0.860. (4) The reactants are [Cl:1][C:2]1[CH:7]=[C:6]([CH3:8])[C:5]([NH2:9])=[C:4](I)[CH:3]=1.[Cl:11][C:12]1[CH:17]=[CH:16][CH:15]=[CH:14][C:13]=1[C:18]#[CH:19]. No catalyst specified. The product is [Cl:1][C:2]1[CH:7]=[C:6]([CH3:8])[C:5]([NH2:9])=[C:4]([C:19]#[C:18][C:13]2[CH:14]=[CH:15][CH:16]=[CH:17][C:12]=2[Cl:11])[CH:3]=1. The yield is 0.680. (5) The catalyst is CCOCC. The reactants are [H-].[Al+3].[Li+].[H-].[H-].[H-].[Cl-].[Al+3].[Cl-].[Cl-].[Cl:11][C:12]1[C:17]([C:18](OC)=[O:19])=[CH:16][N:15]=[C:14]([Cl:22])[CH:13]=1. The yield is 0.430. The product is [Cl:11][C:12]1[CH:13]=[C:14]([Cl:22])[N:15]=[CH:16][C:17]=1[CH2:18][OH:19]. (6) The reactants are Cl[C:2]1[C:3]([CH:8]2[CH2:13][CH2:12][N:11]([C:14]([O:16][C:17]([CH3:20])([CH3:19])[CH3:18])=[O:15])[CH2:10][CH2:9]2)=[N:4][CH:5]=[CH:6][N:7]=1.[F:21][C:22]1[CH:23]=[C:24](B(O)O)[CH:25]=[CH:26][C:27]=1[C:28](=[O:31])[NH:29][CH3:30].P([O-])([O-])([O-])=O.[K+].[K+].[K+].O1CCOCC1. The catalyst is CC(P(C(C)(C)C)C1C=CC(N(C)C)=CC=1)(C)C.CC(P(C(C)(C)C)C1C=CC(N(C)C)=CC=1)(C)C.Cl[Pd]Cl.O. The product is [F:21][C:22]1[CH:23]=[C:24]([C:2]2[C:3]([CH:8]3[CH2:13][CH2:12][N:11]([C:14]([O:16][C:17]([CH3:20])([CH3:19])[CH3:18])=[O:15])[CH2:10][CH2:9]3)=[N:4][CH:5]=[CH:6][N:7]=2)[CH:25]=[CH:26][C:27]=1[C:28](=[O:31])[NH:29][CH3:30]. The yield is 0.880.